This data is from Orexin1 receptor HTS with 218,158 compounds and 233 confirmed actives. The task is: Binary Classification. Given a drug SMILES string, predict its activity (active/inactive) in a high-throughput screening assay against a specified biological target. (1) The molecule is s1c(NC(=O)C(N2C(=O)C3C(CC=CC3)C2=O)C)nc(c1)c1ccc(F)cc1. The result is 0 (inactive). (2) The compound is Clc1c(C(N2CCN(CC2)c2c(OC)cccc2)c2n(nnn2)C(C)(C)C)cccc1. The result is 0 (inactive).